This data is from Peptide-MHC class II binding affinity with 134,281 pairs from IEDB. The task is: Regression. Given a peptide amino acid sequence and an MHC pseudo amino acid sequence, predict their binding affinity value. This is MHC class II binding data. (1) The peptide sequence is EKRYFAATQFEPLAA. The MHC is HLA-DQA10101-DQB10501 with pseudo-sequence HLA-DQA10101-DQB10501. The binding affinity (normalized) is 0.400. (2) The peptide sequence is DAEKPAESGGSQPPRAAARK. The MHC is HLA-DQA10301-DQB10302 with pseudo-sequence HLA-DQA10301-DQB10302. The binding affinity (normalized) is 0. (3) The peptide sequence is GELQIVDKIDAAFPI. The MHC is DRB1_0401 with pseudo-sequence DRB1_0401. The binding affinity (normalized) is 0.499. (4) The peptide sequence is PSPIGYLGLLSQRTR. The MHC is DRB1_1101 with pseudo-sequence DRB1_1101. The binding affinity (normalized) is 0.769.